This data is from hERG potassium channel inhibition data for cardiac toxicity prediction from Karim et al.. The task is: Regression/Classification. Given a drug SMILES string, predict its toxicity properties. Task type varies by dataset: regression for continuous values (e.g., LD50, hERG inhibition percentage) or binary classification for toxic/non-toxic outcomes (e.g., AMES mutagenicity, cardiotoxicity, hepatotoxicity). Dataset: herg_karim. (1) The drug is CC(C)(C)C[C@H]1C[C@@H](c2cc(=O)[nH]o2)CCN1. The result is 0 (non-blocker). (2) The compound is C[C@H]1[C@H](/C=C/c2ccc(-c3cccnc3C#N)cn2)[C@@H]2[C@@H](C)OC(=O)[C@]2(C(N)=O)CC1(F)F. The result is 0 (non-blocker). (3) The molecule is O=C(NCCCNc1nc2ccccc2[nH]1)c1ccc(CN2CCCC2)cc1. The result is 0 (non-blocker). (4) The drug is NC(=O)c1cnc(N[C@H](C2CC2)C(F)(F)F)c2c1[nH]c1cc(-c3ccc(N)nc3)ccc12. The result is 1 (blocker). (5) The drug is CCc1c(CNC23CCC(CCc4c(F)cnc5ccc(OC)nc45)(CC2)OC3)nc2c(c1C)OCC(=O)N2. The result is 1 (blocker). (6) The drug is Cn1cc(CN2CCc3cc4nc(N)sc4cc3CC2)cn1. The result is 0 (non-blocker). (7) The molecule is O=C(NC1CCN(Cc2ccn(-c3ccc(C(F)(F)F)cc3)c2)CC1)N1CCCC1Cc1cccnc1. The result is 1 (blocker). (8) The molecule is Cc1ccc2c(-c3nnc(SCCCN4CCc5cc6c(cc5CC4)C(=O)N(C(C)C)C6)n3C)cccc2n1. The result is 1 (blocker). (9) The drug is O=C(OCc1ccccc1)N1CCC(CNc2nncs2)CC1. The result is 0 (non-blocker).